Task: Predict the product of the given reaction.. Dataset: Forward reaction prediction with 1.9M reactions from USPTO patents (1976-2016) (1) Given the reactants [CH3:1][O:2][CH2:3][CH2:4][N:5]1[C:10]2=[N:11][C:12]([Sn](C)(C)C)=[CH:13][N:14]=[C:9]2[NH:8][CH2:7][C:6]1=[O:19].Br[C:21]1[C:22]([CH3:38])=[N:23][C:24]([C:27]2[N:31]=[CH:30][N:29](C3CCCCO3)[N:28]=2)=[CH:25][CH:26]=1.C1(C)C=CC=CC=1P(C1C=CC=CC=1C)C1C=CC=CC=1C.C(N(CC)CC)C, predict the reaction product. The product is: [CH3:1][O:2][CH2:3][CH2:4][N:5]1[C:10]2=[N:11][C:12]([C:21]3[C:22]([CH3:38])=[N:23][C:24]([C:27]4[NH:31][CH:30]=[N:29][N:28]=4)=[CH:25][CH:26]=3)=[CH:13][N:14]=[C:9]2[NH:8][CH2:7][C:6]1=[O:19]. (2) Given the reactants [NH2:1][C:2]1[CH:7]=[CH:6][C:5]([Cl:8])=[CH:4][C:3]=1[S:9]([NH2:12])(=[O:11])=[O:10].[Cl:13][C:14]1[CH:19]=[CH:18][C:17](/[CH:20]=[CH:21]/[S:22](Cl)(=[O:24])=[O:23])=[C:16]([O:26][CH3:27])[CH:15]=1, predict the reaction product. The product is: [Cl:8][C:5]1[CH:6]=[CH:7][C:2]([NH:1][S:22](/[CH:21]=[CH:20]/[C:17]2[CH:18]=[CH:19][C:14]([Cl:13])=[CH:15][C:16]=2[O:26][CH3:27])(=[O:23])=[O:24])=[C:3]([S:9]([NH2:12])(=[O:11])=[O:10])[CH:4]=1. (3) Given the reactants [BH4-].[Na+].[CH3:3][O:4][C:5]1[C:10]([CH:11]=[O:12])=[C:9]([C:13]([F:16])([F:15])[F:14])[N:8]=[CH:7][N:6]=1.O, predict the reaction product. The product is: [CH3:3][O:4][C:5]1[C:10]([CH2:11][OH:12])=[C:9]([C:13]([F:15])([F:14])[F:16])[N:8]=[CH:7][N:6]=1. (4) Given the reactants [Br:1][C:2]1[CH:3]=[CH:4][C:5]([NH:8][CH2:9][CH:10]2[C:15]([CH3:17])([CH3:16])[CH2:14][CH2:13][CH2:12][NH:11]2)=[N:6][CH:7]=1.[CH3:18][C:19]1[CH:28]=[CH:27][C:26]2[C:25]([C:29](O)=[O:30])=[CH:24][CH:23]=[CH:22][C:21]=2[N:20]=1.Cl.CN(C)CCCN=C=NCC.O.ON1C2C=CC=CC=2N=N1, predict the reaction product. The product is: [Br:1][C:2]1[CH:3]=[CH:4][C:5]([NH:8][CH2:9][CH:10]2[C:15]([CH3:17])([CH3:16])[CH2:14][CH2:13][CH2:12][N:11]2[C:29]([C:25]2[CH:24]=[CH:23][CH:22]=[C:21]3[C:26]=2[CH:27]=[CH:28][C:19]([CH3:18])=[N:20]3)=[O:30])=[N:6][CH:7]=1.